Dataset: Full USPTO retrosynthesis dataset with 1.9M reactions from patents (1976-2016). Task: Predict the reactants needed to synthesize the given product. (1) Given the product [Br:1][C:2]1[CH:3]=[C:4]2[C:9](=[N:10][C:11]=1[CH3:12])[N:8]=[CH:7][C:6]([C:13]([NH:25][CH2:24][C:23]1[CH:26]=[CH:27][C:20]([Cl:19])=[CH:21][CH:22]=1)=[O:15])=[C:5]2[OH:18], predict the reactants needed to synthesize it. The reactants are: [Br:1][C:2]1[CH:3]=[C:4]2[C:9](=[N:10][C:11]=1[CH3:12])[N:8]=[CH:7][C:6]([C:13]([O:15]CC)=O)=[C:5]2[OH:18].[Cl:19][C:20]1[CH:27]=[CH:26][C:23]([CH2:24][NH2:25])=[CH:22][CH:21]=1. (2) The reactants are: [CH:1]1([N:7]2[CH2:33][CH2:32][C:9]3([N:13]([CH2:14][C:15]4[CH:20]=[CH:19][C:18]([C:21]5[CH:22]=[CH:23][C:24]([C:27]([NH:29][CH3:30])=[O:28])=[N:25][CH:26]=5)=[CH:17][CH:16]=4)[CH2:12][C@H:11](O)[CH2:10]3)[C:8]2=[O:34])[CH2:6][CH2:5][CH2:4][CH2:3][CH2:2]1.C(N(S(F)(F)[F:41])CC)C. Given the product [CH:1]1([N:7]2[CH2:33][CH2:32][C:9]3([N:13]([CH2:14][C:15]4[CH:20]=[CH:19][C:18]([C:21]5[CH:22]=[CH:23][C:24]([C:27]([NH:29][CH3:30])=[O:28])=[N:25][CH:26]=5)=[CH:17][CH:16]=4)[CH2:12][C@@H:11]([F:41])[CH2:10]3)[C:8]2=[O:34])[CH2:6][CH2:5][CH2:4][CH2:3][CH2:2]1, predict the reactants needed to synthesize it. (3) Given the product [CH2:35]([S:39]([N:25]1[CH2:26][CH2:27][CH:22]([O:21][C:16]2[N:15]=[CH:14][N:13]=[C:12]([NH:11][C:8]3[CH:9]=[CH:10][C:5]([S:2]([CH3:1])(=[O:4])=[O:3])=[CH:6][CH:7]=3)[C:17]=2[N+:18]([O-:20])=[O:19])[CH2:23][CH2:24]1)(=[O:41])=[O:40])[CH2:36][CH2:37][CH3:38], predict the reactants needed to synthesize it. The reactants are: [CH3:1][S:2]([C:5]1[CH:10]=[CH:9][C:8]([NH:11][C:12]2[C:17]([N+:18]([O-:20])=[O:19])=[C:16]([O:21][CH:22]3[CH2:27][CH2:26][NH:25][CH2:24][CH2:23]3)[N:15]=[CH:14][N:13]=2)=[CH:7][CH:6]=1)(=[O:4])=[O:3].C(N(CC)CC)C.[CH2:35]([S:39](Cl)(=[O:41])=[O:40])[CH2:36][CH2:37][CH3:38]. (4) Given the product [Cl:1][C:2]1[CH:3]=[CH:4][C:5]([C:6]([C:8]2[CH:9]=[C:10]3[C:15](=[CH:16][CH:17]=2)[N:14]=[CH:13][CH:12]=[C:11]3[OH:21])=[O:7])=[CH:22][CH:23]=1, predict the reactants needed to synthesize it. The reactants are: [Cl:1][C:2]1[CH:23]=[CH:22][C:5]([C:6]([C:8]2[CH:9]=[C:10]3[C:15](=[CH:16][CH:17]=2)[N:14]=[CH:13][C:12](C(O)=O)=[C:11]3[OH:21])=[O:7])=[CH:4][CH:3]=1.N1C2C(=CC=CC=2)C=CC=1. (5) Given the product [CH2:1]([O:8][C:9]([NH:11][C:12]1[CH:13]=[C:14]([S:19]([NH:22][C:41]([NH:40][C:26]2[CH:25]=[C:24]([Cl:23])[CH:39]=[CH:38][C:27]=2[C:28]([O:30][CH2:31][C:32]2[CH:37]=[CH:36][CH:35]=[CH:34][CH:33]=2)=[O:29])=[O:42])(=[O:21])=[O:20])[CH:15]=[CH:16][C:17]=1[Cl:18])=[O:10])[C:2]1[CH:3]=[CH:4][CH:5]=[CH:6][CH:7]=1, predict the reactants needed to synthesize it. The reactants are: [CH2:1]([O:8][C:9]([NH:11][C:12]1[CH:13]=[C:14]([S:19]([NH2:22])(=[O:21])=[O:20])[CH:15]=[CH:16][C:17]=1[Cl:18])=[O:10])[C:2]1[CH:7]=[CH:6][CH:5]=[CH:4][CH:3]=1.[Cl:23][C:24]1[CH:25]=[C:26]([NH:40][C:41](OC2C=CC=CC=2)=[O:42])[C:27](=[CH:38][CH:39]=1)[C:28]([O:30][CH2:31][C:32]1[CH:37]=[CH:36][CH:35]=[CH:34][CH:33]=1)=[O:29]. (6) Given the product [CH3:35][O:34][C:32]([NH:1][CH2:2][CH2:3][CH2:4][N:5]([C:17]1[CH:22]=[CH:21][CH:20]=[C:19]([Cl:23])[CH:18]=1)[CH2:6][CH2:7][N:8]([CH3:16])[C:9](=[O:15])[O:10][C:11]([CH3:13])([CH3:12])[CH3:14])=[O:33], predict the reactants needed to synthesize it. The reactants are: [NH2:1][CH2:2][CH2:3][CH2:4][N:5]([C:17]1[CH:22]=[CH:21][CH:20]=[C:19]([Cl:23])[CH:18]=1)[CH2:6][CH2:7][N:8]([CH3:16])[C:9](=[O:15])[O:10][C:11]([CH3:14])([CH3:13])[CH3:12].CCN(CC)CC.Cl[C:32]([O:34][CH3:35])=[O:33].O.